Dataset: Forward reaction prediction with 1.9M reactions from USPTO patents (1976-2016). Task: Predict the product of the given reaction. (1) The product is: [CH2:1]([O:3][C:4]([C:6]1[N:7]([C:18]2[CH:23]=[CH:22][C:21]([O:24][CH:25]([CH3:27])[CH3:26])=[CH:20][CH:19]=2)[C:8]2[C:13]([C:14]=1[CH:15]=[O:16])=[CH:12][C:11]([C:35]1[CH:36]=[CH:37][C:32]([C:28]([CH3:31])([CH3:30])[CH3:29])=[CH:33][CH:34]=1)=[CH:10][CH:9]=2)=[O:5])[CH3:2]. Given the reactants [CH2:1]([O:3][C:4]([C:6]1[N:7]([C:18]2[CH:23]=[CH:22][C:21]([O:24][CH:25]([CH3:27])[CH3:26])=[CH:20][CH:19]=2)[C:8]2[C:13]([C:14]=1[CH:15]=[O:16])=[CH:12][C:11](Br)=[CH:10][CH:9]=2)=[O:5])[CH3:2].[C:28]([C:32]1[CH:37]=[CH:36][C:35](B(O)O)=[CH:34][CH:33]=1)([CH3:31])([CH3:30])[CH3:29], predict the reaction product. (2) Given the reactants [CH2:1]([O:8][CH2:9][C:10]1[CH:15]=[N+:14]([O-])[C:13]([CH3:17])=[C:12]2[O:18][C:19]([CH3:23])([CH3:22])[O:20][CH2:21][C:11]=12)[C:2]1[CH:7]=[CH:6][CH:5]=[CH:4][CH:3]=1.C(OC(Cl)=O)C(C)C.[F:32][C:33]1[CH:38]=[CH:37][C:36]([Mg]Br)=[CH:35][CH:34]=1, predict the reaction product. The product is: [CH2:1]([O:8][CH2:9][C:10]1[C:15]([C:36]2[CH:37]=[CH:38][C:33]([F:32])=[CH:34][CH:35]=2)=[N:14][C:13]([CH3:17])=[C:12]2[O:18][C:19]([CH3:23])([CH3:22])[O:20][CH2:21][C:11]=12)[C:2]1[CH:7]=[CH:6][CH:5]=[CH:4][CH:3]=1. (3) Given the reactants [CH3:1][Mg]Cl.[NH2:4][C:5]1[C:6]2[CH:21]=[C:20]([C:22]([C:24]3[C:29]([F:30])=[CH:28][CH:27]=[CH:26][N:25]=3)=[O:23])[S:19][C:7]=2[N:8]=[C:9]([C:11]2[O:12][C:13]([CH:16]([F:18])[F:17])=[CH:14][CH:15]=2)[N:10]=1.[NH4+].[Cl-], predict the reaction product. The product is: [NH2:4][C:5]1[C:6]2[CH:21]=[C:20]([C:22]([C:24]3[C:29]([F:30])=[CH:28][CH:27]=[CH:26][N:25]=3)([OH:23])[CH3:1])[S:19][C:7]=2[N:8]=[C:9]([C:11]2[O:12][C:13]([CH:16]([F:17])[F:18])=[CH:14][CH:15]=2)[N:10]=1. (4) Given the reactants Cl.[CH3:2][O:3][C:4]([C:6]1[CH2:7][NH:8][CH2:9][CH2:10][C:11]=1[OH:12])=[O:5].CCN(C(C)C)C(C)C.[C:22](O[C:22]([O:24][C:25]([CH3:28])([CH3:27])[CH3:26])=[O:23])([O:24][C:25]([CH3:28])([CH3:27])[CH3:26])=[O:23], predict the reaction product. The product is: [CH3:26][C:25]([O:24][C:22]([N:8]1[CH2:7][C:6]([C:4]([O:3][CH3:2])=[O:5])=[C:11]([OH:12])[CH2:10][CH2:9]1)=[O:23])([CH3:28])[CH3:27]. (5) Given the reactants C(O[C:4](=[O:19])[C:5]([N:10]1[CH:14]=[C:13]([C:15]([F:18])([F:17])[F:16])[N:12]=[CH:11]1)=[CH:6][N:7](C)C)C.[NH:20]([C:22]1[N:27]=[CH:26][C:25]([CH2:28][OH:29])=[CH:24][CH:23]=1)N.C(=O)(O)[O-].[Na+], predict the reaction product. The product is: [OH:29][CH2:28][C:25]1[CH:24]=[CH:23][C:22]([N:20]2[C:4](=[O:19])[C:5]([N:10]3[CH:14]=[C:13]([C:15]([F:16])([F:17])[F:18])[N:12]=[CH:11]3)=[CH:6][NH:7]2)=[N:27][CH:26]=1. (6) Given the reactants N[C:2]1[CH:3]=[CH:4][C:5]([C:21]([N:23]2[CH2:28][CH2:27][CH2:26][CH2:25][CH2:24]2)=[O:22])=[C:6]([NH:8][S:9]([C:12]2[C:17]3=[N:18][S:19][N:20]=[C:16]3[CH:15]=[CH:14][CH:13]=2)(=[O:11])=[O:10])[CH:7]=1.[CH2:29]=O.[C:31]([BH3-])#[N:32].[Na+].[OH-].[Na+], predict the reaction product. The product is: [CH3:29][N:32]([CH3:31])[C:2]1[CH:3]=[CH:4][C:5]([C:21]([N:23]2[CH2:28][CH2:27][CH2:26][CH2:25][CH2:24]2)=[O:22])=[C:6]([NH:8][S:9]([C:12]2[C:17]3=[N:18][S:19][N:20]=[C:16]3[CH:15]=[CH:14][CH:13]=2)(=[O:11])=[O:10])[CH:7]=1. (7) Given the reactants [Cl:1][C:2]1[CH:3]=[C:4]([CH:19]=[CH:20][C:21]=1[Cl:22])[O:5][CH:6]1[CH2:11][CH2:10][N:9]([CH2:12][CH:13]2[CH2:18][CH2:17][NH:16][CH2:15][CH2:14]2)[CH2:8][CH2:7]1.I[C:24]1[CH:29]=[CH:28][CH:27]=[CH:26][C:25]=1[O:30][CH3:31].N1CCC[C@H]1C(O)=O.C([O-])([O-])=O.[K+].[K+], predict the reaction product. The product is: [Cl:1][C:2]1[CH:3]=[C:4]([CH:19]=[CH:20][C:21]=1[Cl:22])[O:5][CH:6]1[CH2:7][CH2:8][N:9]([CH2:12][CH:13]2[CH2:14][CH2:15][N:16]([C:24]3[CH:29]=[CH:28][CH:27]=[CH:26][C:25]=3[O:30][CH3:31])[CH2:17][CH2:18]2)[CH2:10][CH2:11]1.